The task is: Predict the reactants needed to synthesize the given product.. This data is from Full USPTO retrosynthesis dataset with 1.9M reactions from patents (1976-2016). (1) The reactants are: Cl[C:2]1[CH:3]=[CH:4][C:5]2[CH2:6][N:7]([CH3:19])[CH2:8][CH:9]([C:13]3[CH:18]=[CH:17][CH:16]=[CH:15][CH:14]=3)[O:10][C:11]=2[N:12]=1.[CH3:20][C:21]1[N:22]([C:26]2[N:31]=[CH:30][C:29]([NH2:32])=[CH:28][CH:27]=2)[CH:23]=[CH:24][N:25]=1. Given the product [CH3:19][N:7]1[CH2:6][C:5]2[CH:4]=[CH:3][C:2]([NH:32][C:29]3[CH:30]=[N:31][C:26]([N:22]4[CH:23]=[CH:24][N:25]=[C:21]4[CH3:20])=[CH:27][CH:28]=3)=[N:12][C:11]=2[O:10][CH:9]([C:13]2[CH:18]=[CH:17][CH:16]=[CH:15][CH:14]=2)[CH2:8]1, predict the reactants needed to synthesize it. (2) Given the product [CH2:15]([N:22]1[CH:31]([C:2]2[CH:7]=[CH:6][C:5]([C:8]([F:11])([F:10])[F:9])=[CH:4][CH:3]=2)[C:30]2[N:29]=[C:28]([Br:38])[CH:27]=[CH:26][C:25]=2[CH2:24][CH:23]1[CH3:33])[C:16]1[CH:21]=[CH:20][CH:19]=[CH:18][CH:17]=1, predict the reactants needed to synthesize it. The reactants are: Br[C:2]1[CH:7]=[CH:6][C:5]([C:8]([F:11])([F:10])[F:9])=[CH:4][CH:3]=1.[Mg].II.[CH2:15]([N:22]1[C:31](=O)[C:30]2[N:29]=[CH:28][CH:27]=[CH:26][C:25]=2[CH:24]=[C:23]1[CH3:33])[C:16]1[CH:21]=[CH:20][CH:19]=[CH:18][CH:17]=1.[Cl-].[Ce+3].[Cl-].[Cl-].[BrH:38]. (3) Given the product [CH:1]1([CH2:4][N:5]2[C:10]3[S:11][C:12]([CH2:16][C:17]4[CH:22]=[CH:21][CH:20]=[CH:19][C:18]=4[C:23]([F:24])([F:26])[F:25])=[C:13]([CH2:14][O:15][C:30]4[CH:35]=[CH:34][CH:33]=[CH:32][CH:31]=4)[C:9]=3[C:8](=[O:27])[N:7]([CH3:28])[C:6]2=[O:29])[CH2:3][CH2:2]1, predict the reactants needed to synthesize it. The reactants are: [CH:1]1([CH2:4][N:5]2[C:10]3[S:11][C:12]([CH2:16][C:17]4[CH:22]=[CH:21][CH:20]=[CH:19][C:18]=4[C:23]([F:26])([F:25])[F:24])=[C:13]([CH2:14][OH:15])[C:9]=3[C:8](=[O:27])[N:7]([CH3:28])[C:6]2=[O:29])[CH2:3][CH2:2]1.[C:30]1(P([C:30]2[CH:35]=[CH:34][CH:33]=[CH:32][CH:31]=2)[C:30]2[CH:35]=[CH:34][CH:33]=[CH:32][CH:31]=2)[CH:35]=[CH:34][CH:33]=[CH:32][CH:31]=1.CCOC(/N=N/C(OCC)=O)=O.C(C1C=CC=C(C(C)(C)C)C=1O)(C)(C)C.C1(O)C=CC=CC=1. (4) Given the product [N+:27]([C:26]1[C:21]([CH:8]([C:9]([O:11][C:12]([CH3:13])([CH3:14])[CH3:15])=[O:10])[C:7]([O:17][CH2:18][CH3:19])=[O:16])=[N:22][CH:23]=[CH:24][CH:25]=1)([O-:29])=[O:28], predict the reactants needed to synthesize it. The reactants are: CC(C)([O-])C.[K+].[C:7]([O:17][CH2:18][CH3:19])(=[O:16])[CH2:8][C:9]([O:11][C:12]([CH3:15])([CH3:14])[CH3:13])=[O:10].Cl[C:21]1[C:26]([N+:27]([O-:29])=[O:28])=[CH:25][CH:24]=[CH:23][N:22]=1. (5) The reactants are: [F:1][C:2]([F:15])([F:14])[S:3][C:4]1[CH:9]=[CH:8][C:7]([CH2:10][C:11]([OH:13])=[O:12])=[CH:6][CH:5]=1.C[Si]([N-][Si](C)(C)C)(C)C.[Na+].C1COCC1.[Cl:31][CH2:32][CH2:33][CH2:34][CH2:35]I. Given the product [Cl:31][CH2:32][CH2:33][CH2:34][CH2:35][CH:10]([C:7]1[CH:6]=[CH:5][C:4]([S:3][C:2]([F:14])([F:1])[F:15])=[CH:9][CH:8]=1)[C:11]([OH:13])=[O:12], predict the reactants needed to synthesize it. (6) The reactants are: C(=O)([O-])[O-].[Na+].[Na+].[ClH:7].[N:8]12[CH2:15][CH2:14][CH:11]([CH2:12][CH2:13]1)[C@H:10]([NH:16][C:17]([C:19]1[S:20][C:21]3[C:27](Br)=[CH:26][CH:25]=[CH:24][C:22]=3[CH:23]=1)=[O:18])[CH2:9]2.[CH3:29][O:30][C:31]1[CH:36]=[CH:35][CH:34]=[CH:33][C:32]=1B(O)O. Given the product [ClH:7].[N:8]12[CH2:15][CH2:14][CH:11]([CH2:12][CH2:13]1)[C@H:10]([NH:16][C:17]([C:19]1[S:20][C:21]3[C:27]([C:32]4[CH:33]=[CH:34][CH:35]=[CH:36][C:31]=4[O:30][CH3:29])=[CH:26][CH:25]=[CH:24][C:22]=3[CH:23]=1)=[O:18])[CH2:9]2, predict the reactants needed to synthesize it.